Task: Predict the reaction yield, written as a fraction of the theoretical maximum amount of product (1.0 means a 100% yield; for example, 0.34 means a 34% yield).. Dataset: Reaction yield outcomes from USPTO patents with 853,638 reactions The reactants are [F:1][C:2]1[CH:3]=[C:4]([C:8]2[CH:9]=[C:10]([CH2:16][NH:17][C:18]3[C:19]([CH3:26])=[C:20]([OH:25])[CH:21]=[CH:22][C:23]=3[CH3:24])[CH:11]=[C:12]([O:14][CH3:15])[CH:13]=2)[CH:5]=[CH:6][CH:7]=1.C([O-])([O-])=O.[Cs+].[Cs+].Br[CH2:34][C:35]([O:37][CH:38]([CH3:40])[CH3:39])=[O:36].O. The catalyst is CC(=O)CC. The product is [F:1][C:2]1[CH:3]=[C:4]([C:8]2[CH:9]=[C:10]([CH2:16][NH:17][C:18]3[C:19]([CH3:26])=[C:20]([CH:21]=[CH:22][C:23]=3[CH3:24])[O:25][CH2:34][C:35]([O:37][CH:38]([CH3:40])[CH3:39])=[O:36])[CH:11]=[C:12]([O:14][CH3:15])[CH:13]=2)[CH:5]=[CH:6][CH:7]=1. The yield is 0.630.